Dataset: Full USPTO retrosynthesis dataset with 1.9M reactions from patents (1976-2016). Task: Predict the reactants needed to synthesize the given product. (1) Given the product [Cl:35][C:36]1[CH:41]=[CH:40][C:39]([CH:42]([C:60]2[CH:61]=[CH:62][C:63]([CH:66]=[O:67])=[CH:64][CH:65]=2)[N:43]2[CH2:44][C:45](=[C:47]([C:52]3[CH:53]=[C:54]([F:59])[CH:55]=[C:56]([F:58])[CH:57]=3)[S:48]([CH3:51])(=[O:50])=[O:49])[CH2:46]2)=[CH:38][CH:37]=1, predict the reactants needed to synthesize it. The reactants are: ClC1C=CC(C(C2C=CC(C=O)=CC=2)N2CC(=CS(CC3C=C(F)C=C(F)C=3)(=O)=O)C2)=CC=1.Cl.[Cl:35][C:36]1[CH:41]=[CH:40][C:39]([CH:42]([C:60]2[CH:65]=[CH:64][C:63]([CH:66]3OCC[O:67]3)=[CH:62][CH:61]=2)[N:43]2[CH2:46][C:45](=[C:47]([C:52]3[CH:57]=[C:56]([F:58])[CH:55]=[C:54]([F:59])[CH:53]=3)[S:48]([CH3:51])(=[O:50])=[O:49])[CH2:44]2)=[CH:38][CH:37]=1.[OH-].[Na+]. (2) Given the product [CH2:17]([NH:20][C:7]1[N:6]=[C:5]([NH:4][CH2:1][CH:2]=[CH2:3])[C:14]2[C:9](=[CH:10][CH:11]=[C:12]([Cl:15])[CH:13]=2)[N:8]=1)[CH:18]=[CH2:19], predict the reactants needed to synthesize it. The reactants are: [CH2:1]([NH:4][C:5]1[C:14]2[C:9](=[CH:10][CH:11]=[C:12]([Cl:15])[CH:13]=2)[N:8]=[C:7](Cl)[N:6]=1)[CH:2]=[CH2:3].[CH2:17]([NH2:20])[CH:18]=[CH2:19].C(=O)([O-])O.[Na+]. (3) Given the product [Cl:1][C:2]1[CH:3]=[CH:4][C:5]([O:6][CH2:7][CH:8]2[CH2:13][N:12]([C:26]([C:25]3[CH:29]=[CH:30][CH:31]=[C:23]([C:19]4[O:18][CH:22]=[CH:21][CH:20]=4)[CH:24]=3)=[O:27])[CH2:11][C:10]([F:15])([F:14])[CH2:9]2)=[CH:16][CH:17]=1, predict the reactants needed to synthesize it. The reactants are: [Cl:1][C:2]1[CH:17]=[CH:16][C:5]([O:6][CH2:7][CH:8]2[CH2:13][NH:12][CH2:11][C:10]([F:15])([F:14])[CH2:9]2)=[CH:4][CH:3]=1.[O:18]1[CH:22]=[CH:21][CH:20]=[C:19]1[C:23]1[CH:24]=[C:25]([CH:29]=[CH:30][CH:31]=1)[C:26](O)=[O:27].Cl.CN(C)CCCN=C=NCC.C(N(CC)C(C)C)(C)C. (4) Given the product [C:1]([C:3]1[CH:4]=[CH:5][C:6]([CH:9]([CH2:13][CH:14]2[CH2:18][CH2:17][CH2:16][CH2:15]2)[C:10]([NH:25][C:26]2[S:27][CH:28]=[CH:29][N:30]=2)=[O:12])=[CH:7][CH:8]=1)#[N:2], predict the reactants needed to synthesize it. The reactants are: [C:1]([C:3]1[CH:8]=[CH:7][C:6]([CH:9]([CH2:13][CH:14]2[CH2:18][CH2:17][CH2:16][CH2:15]2)[C:10]([OH:12])=O)=[CH:5][CH:4]=1)#[N:2].C(Cl)(=O)C(Cl)=O.[NH2:25][C:26]1[S:27][CH:28]=[CH:29][N:30]=1.C(N(CC)C(C)C)(C)C. (5) The reactants are: [C:1]([N:8]1[CH2:16][CH2:15][CH:14]2[NH:17][CH:10]([CH2:11][CH2:12][CH2:13]2)[CH2:9]1)([O:3][C:4]([CH3:7])([CH3:6])[CH3:5])=[O:2].[C:18](O[C:18](=[O:21])[CH2:19][CH3:20])(=[O:21])[CH2:19][CH3:20].[OH-].[Na+]. Given the product [C:1]([N:8]1[CH2:16][CH2:15][CH:14]2[N:17]([C:18](=[O:21])[CH2:19][CH3:20])[CH:10]([CH2:11][CH2:12][CH2:13]2)[CH2:9]1)([O:3][C:4]([CH3:7])([CH3:6])[CH3:5])=[O:2], predict the reactants needed to synthesize it. (6) Given the product [CH2:1]([O:3][C:4]([C:6]1[S:7][C:8]([C:14]([F:17])([F:16])[F:15])=[C:9]([C:12]#[N:13])[C:10]=1[C:25]1[CH:26]=[CH:27][C:22]([C:18]([CH3:21])([CH3:20])[CH3:19])=[CH:23][CH:24]=1)=[O:5])[CH3:2], predict the reactants needed to synthesize it. The reactants are: [CH2:1]([O:3][C:4]([C:6]1[S:7][C:8]([C:14]([F:17])([F:16])[F:15])=[C:9]([C:12]#[N:13])[C:10]=1I)=[O:5])[CH3:2].[C:18]([C:22]1[CH:27]=[CH:26][C:25](B(O)O)=[CH:24][CH:23]=1)([CH3:21])([CH3:20])[CH3:19].[F-].[K+]. (7) Given the product [CH3:1][O:2][C:3]1[CH:4]=[C:5]2[C:10](=[CH:11][CH:12]=1)[C@@H:9]([CH2:13][CH2:14][Br:24])[NH:8][CH2:7][CH2:6]2.[F:16][C:17]([F:22])([F:21])[C:18]([NH2:20])=[O:19], predict the reactants needed to synthesize it. The reactants are: [CH3:1][O:2][C:3]1[CH:4]=[C:5]2[C:10](=[CH:11][CH:12]=1)[C@@H:9]([CH2:13][CH2:14]O)[NH:8][CH2:7][CH2:6]2.[F:16][C:17]([F:22])([F:21])[C:18]([NH2:20])=[O:19].C(Br)(Br)(Br)[Br:24].C1(P(C2C=CC=CC=2)C2C=CC=CC=2)C=CC=CC=1. (8) Given the product [OH:18]/[CH:17]=[C:4](/[CH2:5][C:6]1[C:14]2[C:9](=[CH:10][CH:11]=[CH:12][CH:13]=2)[N:8]([CH3:15])[CH:7]=1)\[C:3]([O:2][CH3:1])=[O:16], predict the reactants needed to synthesize it. The reactants are: [CH3:1][O:2][C:3](=[O:16])[CH2:4][CH2:5][C:6]1[C:14]2[C:9](=[CH:10][CH:11]=[CH:12][CH:13]=2)[N:8]([CH3:15])[CH:7]=1.[CH:17](OC)=[O:18].CC(C)([O-])C.[K+]. (9) Given the product [ClH:39].[CH3:1][C:2]1[C:3]([S:8][C:9]2[CH:10]=[C:11]([O:31][C:32]3[C:33]([CH3:38])=[N:34][CH:35]=[CH:36][CH:37]=3)[C:12]([NH:15][C:16]3[S:20][N:19]=[C:18]([C@H:21]([OH:22])[CH2:25][OH:24])[N:17]=3)=[N:13][CH:14]=2)=[N:4][CH:5]=[CH:6][CH:7]=1, predict the reactants needed to synthesize it. The reactants are: [CH3:1][C:2]1[C:3]([S:8][C:9]2[CH:10]=[C:11]([O:31][C:32]3[C:33]([CH3:38])=[N:34][CH:35]=[CH:36][CH:37]=3)[C:12]([NH:15][C:16]3[S:20][N:19]=[C:18]([C@H:21]4[CH2:25][O:24]C5(CCCCC5)[O:22]4)[N:17]=3)=[N:13][CH:14]=2)=[N:4][CH:5]=[CH:6][CH:7]=1.[ClH:39]. (10) Given the product [CH3:23][C:24]1[CH:25]=[C:26]([CH3:27])[N:1]([C:3]2[N:11]=[C:10]3[C:6]([N:7]=[CH:8][N:9]3[CH3:12])=[C:5]([NH:13][C:14]3[CH:15]=[CH:16][C:17]([N+:20]([O-:22])=[O:21])=[CH:18][CH:19]=3)[N:4]=2)[N:2]=1, predict the reactants needed to synthesize it. The reactants are: [NH:1]([C:3]1[N:11]=[C:10]2[C:6]([N:7]=[CH:8][N:9]2[CH3:12])=[C:5]([NH:13][C:14]2[CH:19]=[CH:18][C:17]([N+:20]([O-:22])=[O:21])=[CH:16][CH:15]=2)[N:4]=1)[NH2:2].[CH3:23][C:24](=O)[CH2:25][C:26](=O)[CH3:27].